From a dataset of Full USPTO retrosynthesis dataset with 1.9M reactions from patents (1976-2016). Predict the reactants needed to synthesize the given product. (1) Given the product [ClH:1].[C:30]([C:24]1[C:23]2[C:27](=[CH:28][CH:29]=[C:21]([NH:20][C:2]3[C:11]4[C:6](=[CH:7][CH:8]=[CH:9][C:10]=4[O:12][CH:13]4[CH2:18][CH2:17][N:16]([CH3:19])[CH2:15][CH2:14]4)[N:5]=[CH:4][N:3]=3)[CH:22]=2)[NH:26][CH:25]=1)#[N:31], predict the reactants needed to synthesize it. The reactants are: [Cl:1][C:2]1[C:11]2[C:6](=[CH:7][CH:8]=[CH:9][C:10]=2[O:12][CH:13]2[CH2:18][CH2:17][N:16]([CH3:19])[CH2:15][CH2:14]2)[N:5]=[CH:4][N:3]=1.[NH2:20][C:21]1[CH:22]=[C:23]2[C:27](=[CH:28][CH:29]=1)[NH:26][CH:25]=[C:24]2[C:30]#[N:31]. (2) Given the product [CH2:1]([N:8]1[C:12]([C:13]2[CH:14]=[CH:15][C:16]3[O:21][CH2:20][CH2:19][CH2:18][C:17]=3[CH:22]=2)=[C:11]([CH:23]([O:29][C:2]([CH3:7])([CH3:3])[CH3:1])[C:24]([O:26][CH2:27][CH3:28])=[O:25])[C:10]([C:30]([F:32])([F:31])[F:33])=[N:9]1)[C:2]1[CH:3]=[CH:4][CH:5]=[CH:6][CH:7]=1, predict the reactants needed to synthesize it. The reactants are: [CH2:1]([N:8]1[C:12]([C:13]2[CH:14]=[CH:15][C:16]3[O:21][CH2:20][CH2:19][CH2:18][C:17]=3[CH:22]=2)=[C:11]([CH:23]([OH:29])[C:24]([O:26][CH2:27][CH3:28])=[O:25])[C:10]([C:30]([F:33])([F:32])[F:31])=[N:9]1)[C:2]1[CH:7]=[CH:6][CH:5]=[CH:4][CH:3]=1.Cl(O)(=O)(=O)=O. (3) Given the product [C:17]([O:21][C:22]([NH:24][C:25]1[CH:30]=[CH:29][CH:28]=[CH:27][C:26]=1[NH:31][C:12](=[O:14])[C:11]1[CH:10]=[CH:9][C:8]([N:5]2[CH2:4][CH2:3][N:2]([CH3:1])[CH2:7][CH2:6]2)=[CH:16][CH:15]=1)=[O:23])([CH3:20])([CH3:18])[CH3:19], predict the reactants needed to synthesize it. The reactants are: [CH3:1][N:2]1[CH2:7][CH2:6][N:5]([C:8]2[CH:16]=[CH:15][C:11]([C:12]([OH:14])=O)=[CH:10][CH:9]=2)[CH2:4][CH2:3]1.[C:17]([O:21][C:22]([NH:24][C:25]1[CH:30]=[CH:29][CH:28]=[CH:27][C:26]=1[NH2:31])=[O:23])([CH3:20])([CH3:19])[CH3:18].O. (4) Given the product [C:26]([O:25][C:23]([N:12]1[C@@H:11]([CH2:9][OH:8])[CH2:15][CH2:14][C@H:13]1[C:16]1[CH:21]=[CH:20][C:19]([F:22])=[CH:18][CH:17]=1)=[O:24])([CH3:29])([CH3:27])[CH3:28], predict the reactants needed to synthesize it. The reactants are: O1CCCC1.CC[O:8][C:9]([C@H:11]1[CH2:15][CH2:14][C@@H:13]([C:16]2[CH:21]=[CH:20][C:19]([F:22])=[CH:18][CH:17]=2)[N:12]1[C:23]([O:25][C:26]([CH3:29])([CH3:28])[CH3:27])=[O:24])=O.O. (5) Given the product [O:51]=[C:34]1[CH2:35][N:36]([C:39]([N:15]2[CH2:16][CH2:17][C:10]3([CH2:9][N:8]([C:5]4[CH:4]=[CH:3][N:2]=[CH:7][CH:6]=4)[CH2:12][CH2:11]3)[CH2:13][CH2:14]2)=[O:40])[CH2:37][CH2:38][N:33]1[CH2:32][CH2:31][C:30]([O:29][CH2:27][CH3:28])=[O:52], predict the reactants needed to synthesize it. The reactants are: Cl.[N:2]1[CH:7]=[CH:6][C:5]([N:8]2[CH2:12][CH2:11][C:10]3([CH2:17][CH2:16][NH:15][CH2:14][CH2:13]3)[CH2:9]2)=[CH:4][CH:3]=1.CCN(C(C)C)C(C)C.[CH2:27]([O:29][C:30](=[O:52])[CH2:31][CH2:32][N:33]1[CH2:38][CH2:37][N:36]([C:39](OC2C=CC([N+]([O-])=O)=CC=2)=[O:40])[CH2:35][C:34]1=[O:51])[CH3:28]. (6) The reactants are: C[Si]([C:5]#[N:6])(C)C.[CH:7]([C:10]1[CH:15]=[CH:14][CH:13]=[CH:12][N+:11]=1[O-])([CH3:9])[CH3:8].C(N(CC)C(Cl)=O)C.C(=O)([O-])[O-].[K+].[K+]. Given the product [CH:7]([C:10]1[N:11]=[C:12]([C:5]#[N:6])[CH:13]=[CH:14][CH:15]=1)([CH3:9])[CH3:8], predict the reactants needed to synthesize it. (7) Given the product [Br-:46].[C:38]([NH:3][CH2:4][CH2:5][N+:6]12[CH2:13][CH2:12][CH:9]([CH2:10][CH2:11]1)[C@@H:8]([O:14][C:15](=[O:30])[C:16]([OH:29])([C:17]1[CH:18]=[CH:19][CH:20]=[CH:21][CH:22]=1)[C:23]1[CH:28]=[CH:27][CH:26]=[CH:25][CH:24]=1)[CH2:7]2)(=[O:45])[C:39]1[CH:44]=[CH:43][CH:42]=[CH:41][CH:40]=1, predict the reactants needed to synthesize it. The reactants are: Br.[Br-].[NH2:3][CH2:4][CH2:5][N+:6]12[CH2:13][CH2:12][CH:9]([CH2:10][CH2:11]1)[C@@H:8]([O:14][C:15](=[O:30])[C:16]([OH:29])([C:23]1[CH:28]=[CH:27][CH:26]=[CH:25][CH:24]=1)[C:17]1[CH:22]=[CH:21][CH:20]=[CH:19][CH:18]=1)[CH2:7]2.C(N(CC)CC)C.[C:38]([Br:46])(=[O:45])[C:39]1[CH:44]=[CH:43][CH:42]=[CH:41][CH:40]=1. (8) Given the product [CH2:1]([C:8]1[CH:26]=[CH:25][C:11]([C:12]([NH:14][C:15]2[CH:24]=[CH:23][C:18]([C:19]([NH:28][NH2:29])=[O:20])=[CH:17][CH:16]=2)=[O:13])=[CH:10][CH:9]=1)[CH2:2][CH2:3][CH2:4][CH2:5][CH2:6][CH3:7], predict the reactants needed to synthesize it. The reactants are: [CH2:1]([C:8]1[CH:26]=[CH:25][C:11]([C:12]([NH:14][C:15]2[CH:24]=[CH:23][C:18]([C:19](OC)=[O:20])=[CH:17][CH:16]=2)=[O:13])=[CH:10][CH:9]=1)[CH2:2][CH2:3][CH2:4][CH2:5][CH2:6][CH3:7].O.[NH2:28][NH2:29]. (9) Given the product [Cl:1][C:2]1[CH:16]=[CH:15][C:5]([O:6][C:7]2[CH:14]=[CH:13][CH:12]=[CH:11][C:8]=2/[CH:9]=[CH:21]/[C:19]([O:18][CH3:17])=[O:20])=[CH:4][CH:3]=1, predict the reactants needed to synthesize it. The reactants are: [Cl:1][C:2]1[CH:16]=[CH:15][C:5]([O:6][C:7]2[CH:14]=[CH:13][CH:12]=[CH:11][C:8]=2[CH:9]=O)=[CH:4][CH:3]=1.[CH3:17][O:18][C:19]([CH2:21]P(OC)(OC)=O)=[O:20].[H-].[Na+].